Dataset: Reaction yield outcomes from USPTO patents with 853,638 reactions. Task: Predict the reaction yield, written as a fraction of the theoretical maximum amount of product (1.0 means a 100% yield; for example, 0.34 means a 34% yield). (1) The reactants are I[C:2]1[CH:7]=[CH:6][C:5]([O:8][CH3:9])=[CH:4][C:3]=1[NH:10][C:11](=[O:13])[CH3:12].[Si:14]([C:21]#[C:22][C:23]([C:25]1[CH:30]=[C:29]([O:31][CH3:32])[C:28]([O:33][CH3:34])=[C:27]([O:35][CH3:36])[CH:26]=1)=[O:24])([C:17]([CH3:20])([CH3:19])[CH3:18])([CH3:16])[CH3:15].[Li+].[Cl-].C([O-])([O-])=O.[Na+].[Na+]. The catalyst is CN(C=O)C. The product is [Si:14]([C:21]1[N:10]([C:11](=[O:13])[CH3:12])[C:3]2[C:2]([C:22]=1[C:23](=[O:24])[C:25]1[CH:26]=[C:27]([O:35][CH3:36])[C:28]([O:33][CH3:34])=[C:29]([O:31][CH3:32])[CH:30]=1)=[CH:7][CH:6]=[C:5]([O:8][CH3:9])[CH:4]=2)([C:17]([CH3:19])([CH3:18])[CH3:20])([CH3:16])[CH3:15]. The yield is 0.690. (2) The reactants are [NH2:1][C:2]1[CH:3]=[C:4]([CH:21]=[CH:22][C:23]=1[F:24])[O:5][C:6]1[CH:7]=[CH:8][C:9]2[N:10]([CH:12]=[C:13]([NH:15][C:16]([CH:18]3[CH2:20][CH2:19]3)=[O:17])[N:14]=2)[N:11]=1.[C:25]([N:32]1C=CN=C1)(N1C=CN=C1)=[O:26].Cl.N[O:39][CH2:40][CH:41]([CH3:43])[CH3:42].C(N(CC)CC)C. The catalyst is CN(C)C=O. The product is [F:24][C:23]1[CH:22]=[CH:21][C:4]([O:5][C:6]2[CH:7]=[CH:8][C:9]3[N:10]([CH:12]=[C:13]([NH:15][C:16]([CH:18]4[CH2:20][CH2:19]4)=[O:17])[N:14]=3)[N:11]=2)=[CH:3][C:2]=1[NH:1][C:25]([NH:32][O:39][CH2:40][CH:41]([CH3:43])[CH3:42])=[O:26]. The yield is 0.630. (3) The reactants are [Cl:1][C:2]1[N:3]=[CH:4][C:5]2[S:10][CH:9]=[C:8]([NH:11][C:12]3[CH:17]=[C:16]([O:18][CH3:19])[C:15]([O:20][CH3:21])=[C:14]([O:22][CH3:23])[CH:13]=3)[C:6]=2[N:7]=1.[H-].[Na+].I[CH3:27]. The catalyst is CN(C)C=O.C(OCC)(=O)C. The product is [Cl:1][C:2]1[N:3]=[CH:4][C:5]2[S:10][CH:9]=[C:8]([N:11]([CH3:27])[C:12]3[CH:17]=[C:16]([O:18][CH3:19])[C:15]([O:20][CH3:21])=[C:14]([O:22][CH3:23])[CH:13]=3)[C:6]=2[N:7]=1. The yield is 0.890. (4) The reactants are [OH:1][C:2]1[CH:11]=[CH:10][C:5]([C:6]([NH:8][NH2:9])=[O:7])=[CH:4][CH:3]=1.[Cl:12][C:13]1[CH:18]=[CH:17][C:16]([C:19]([F:22])([F:21])[F:20])=[CH:15][C:14]=1[N:23]=[C:24]=S. The catalyst is CO.O=[Hg]. The product is [Cl:12][C:13]1[CH:18]=[CH:17][C:16]([C:19]([F:22])([F:21])[F:20])=[CH:15][C:14]=1[NH:23][C:24]1[O:7][C:6]([C:5]2[CH:10]=[CH:11][C:2]([OH:1])=[CH:3][CH:4]=2)=[N:8][N:9]=1. The yield is 0.881.